Dataset: Peptide-MHC class II binding affinity with 134,281 pairs from IEDB. Task: Regression. Given a peptide amino acid sequence and an MHC pseudo amino acid sequence, predict their binding affinity value. This is MHC class II binding data. (1) The peptide sequence is GATDVDGMAWFTPVG. The MHC is DRB1_0901 with pseudo-sequence DRB1_0901. The binding affinity (normalized) is 0.113. (2) The peptide sequence is SSWIELDEIGEDVAP. The MHC is DRB5_0101 with pseudo-sequence DRB5_0101. The binding affinity (normalized) is 0.152. (3) The peptide sequence is DKLKQQRDTLSTQKET. The MHC is DRB5_0101 with pseudo-sequence DRB5_0101. The binding affinity (normalized) is 0.144. (4) The peptide sequence is PEFSELFAAFPSFAG. The MHC is HLA-DPA10103-DPB10401 with pseudo-sequence HLA-DPA10103-DPB10401. The binding affinity (normalized) is 0.690. (5) The peptide sequence is TVDSIGMLPRFT. The MHC is DRB3_0101 with pseudo-sequence DRB3_0101. The binding affinity (normalized) is 0.266. (6) The binding affinity (normalized) is 0. The MHC is DRB3_0101 with pseudo-sequence DRB3_0101. The peptide sequence is VYRIMTRGLLGSYQAGA. (7) The peptide sequence is YDKFLANVSTVLVGK. The MHC is DRB1_1602 with pseudo-sequence DRB1_1602. The binding affinity (normalized) is 0.986. (8) The peptide sequence is AALLVVAVGLRV. The MHC is DRB1_0404 with pseudo-sequence DRB1_0404. The binding affinity (normalized) is 0.0706.